This data is from Forward reaction prediction with 1.9M reactions from USPTO patents (1976-2016). The task is: Predict the product of the given reaction. (1) Given the reactants [CH2:1]([NH:5][C:6]([O:8][CH:9]1[CH2:18][CH2:17][C:16]2[CH:15]=[C:14]([C@H:19]3[CH2:36][CH2:35][C@@:21]4([N:25]([C:26]([O:28][C:29]([CH3:32])([CH3:31])[CH3:30])=[O:27])[C:24]([CH3:34])([CH3:33])[O:23][CH2:22]4)[CH2:20]3)[CH:13]=[CH:12][C:11]=2[CH2:10]1)=[O:7])[CH2:2][CH2:3][CH3:4].[CH3:37]C(C)([O-])C.[K+].CI, predict the reaction product. The product is: [CH2:1]([N:5]([CH3:37])[C:6]([O:8][CH:9]1[CH2:18][CH2:17][C:16]2[CH:15]=[C:14]([C@H:19]3[CH2:36][CH2:35][C@@:21]4([N:25]([C:26]([O:28][C:29]([CH3:32])([CH3:31])[CH3:30])=[O:27])[C:24]([CH3:34])([CH3:33])[O:23][CH2:22]4)[CH2:20]3)[CH:13]=[CH:12][C:11]=2[CH2:10]1)=[O:7])[CH2:2][CH2:3][CH3:4]. (2) Given the reactants [Br:1][C:2]1[CH:7]=[C:6]([CH3:8])[C:5]([CH:9]=[C:10]2[CH:16]3[CH2:17][CH:13]([CH2:14][CH2:15]3)[C:12](=[O:18])[O:11]2)=[C:4]([CH3:19])[CH:3]=1.C[O-].[Na+].Cl.O, predict the reaction product. The product is: [Br:1][C:2]1[CH:7]=[C:6]([CH3:8])[C:5]([CH:9]2[C:12](=[O:18])[CH:13]3[CH2:17][CH:16]([CH2:15][CH2:14]3)[C:10]2=[O:11])=[C:4]([CH3:19])[CH:3]=1.